This data is from Catalyst prediction with 721,799 reactions and 888 catalyst types from USPTO. The task is: Predict which catalyst facilitates the given reaction. (1) Reactant: [F:1][C:2]1[CH:31]=[CH:30][CH:29]=[C:28]([F:32])[C:3]=1[CH2:4][N:5]1[CH:10]=[C:9](Br)[C:8](=[O:12])[N:7]2[C:13]([CH3:27])=[C:14]([C:16]3[CH:21]=[CH:20][C:19]([O:22][CH2:23][CH:24]4[CH2:26][CH2:25]4)=[CH:18][CH:17]=3)[N:15]=[C:6]12.O=O.[C:35]1(B(O)O)[CH:40]=[CH:39][CH:38]=[CH:37][CH:36]=1.C([O-])([O-])=O.[K+].[K+]. Product: [F:1][C:2]1[CH:31]=[CH:30][CH:29]=[C:28]([F:32])[C:3]=1[CH2:4][N:5]1[CH:10]=[C:9]([C:35]2[CH:40]=[CH:39][CH:38]=[CH:37][CH:36]=2)[C:8](=[O:12])[N:7]2[C:13]([CH3:27])=[C:14]([C:16]3[CH:21]=[CH:20][C:19]([O:22][CH2:23][CH:24]4[CH2:26][CH2:25]4)=[CH:18][CH:17]=3)[N:15]=[C:6]12. The catalyst class is: 276. (2) Reactant: [N:1]1[N:5]2[C:6]3[C:11]([C:12]([OH:14])=[CH:13][C:4]2=[N:3][N:2]=1)=[CH:10][CH:9]=[CH:8][CH:7]=3.[N+:15]([O-])([OH:17])=[O:16]. Product: [N+:15]([C:13]1[C:4]2[N:5]([N:1]=[N:2][N:3]=2)[C:6]2[C:11]([C:12]=1[OH:14])=[CH:10][CH:9]=[CH:8][CH:7]=2)([O-:17])=[O:16]. The catalyst class is: 15. (3) Product: [OH:3][C:1]1[CH:4]=[C:5]2[C:10](=[CH:11][CH:12]=1)[O:9][C:8]([C:14]1[CH:15]=[CH:16][C:17]([CH2:26][OH:27])=[CH:18][CH:19]=1)=[CH:7][C:6]2=[O:23]. The catalyst class is: 5. Reactant: [C:1]([C:4]1C=[CH:12][CH:11]=[C:10]2[C:5]=1[C:6](=[O:23])[C:7](C(=O)C)=[C:8]([C:14]1[CH:19]=[CH:18][CH:17]=[CH:16][CH:15]=1)[O:9]2)(=[O:3])C.C1C[O:27][CH2:26]C1.C([O-])([O-])=O.[K+].[K+].Cl. (4) Reactant: [OH:1][C:2]1[CH:3]=[C:4]([CH:8]=[CH:9][CH:10]=1)[C:5]([NH2:7])=[O:6].Br[CH2:12][C:13]([O:15][CH2:16][CH3:17])=[O:14].C([O-])([O-])=O.[K+].[K+]. Product: [C:5]([C:4]1[CH:3]=[C:2]([CH:10]=[CH:9][CH:8]=1)[O:1][CH2:12][C:13]([O:15][CH2:16][CH3:17])=[O:14])(=[O:6])[NH2:7]. The catalyst class is: 23. (5) Reactant: [N:1]1[C:10]2[CH:9]=[CH:8][CH:7]=[C:6]([OH:11])[C:5]=2[CH:4]=[CH:3][CH:2]=1.Br[CH:13]([CH3:21])[C:14]([O:16]C(C)(C)C)=[O:15].C(=O)([O-])[O-].[Cs+].[Cs+]. Product: [N:1]1[C:10]2[C:5](=[C:6]([O:11][CH:13]([CH3:21])[C:14]([OH:16])=[O:15])[CH:7]=[CH:8][CH:9]=2)[CH:4]=[CH:3][CH:2]=1. The catalyst class is: 3. (6) Reactant: [CH3:1][N:2]1[C:6]2[CH:7]=[CH:8][CH:9]=[CH:10][C:5]=2[N:4]=[C:3]1[CH2:11][C:12]1[CH:27]=[CH:26][C:15]([C:16]([NH:18][C@H:19]([C:22]([O:24][CH3:25])=[O:23])[CH2:20][OH:21])=O)=[CH:14][CH:13]=1.CC[N+](S(N=C(OC)[O-])(=O)=O)(CC)CC. Product: [CH3:1][N:2]1[C:6]2[CH:7]=[CH:8][CH:9]=[CH:10][C:5]=2[N:4]=[C:3]1[CH2:11][C:12]1[CH:13]=[CH:14][C:15]([C:16]2[O:21][CH2:20][CH:19]([C:22]([O:24][CH3:25])=[O:23])[N:18]=2)=[CH:26][CH:27]=1. The catalyst class is: 1. (7) Product: [NH2:7][C:6]1[NH:8][C:2]([C:19]2[CH:18]=[CH:17][C:26]3[C:21](=[CH:22][CH:23]=[CH:24][CH:25]=3)[CH:20]=2)=[CH:3][C:5]=1[C:9]([NH2:11])=[O:10]. The catalyst class is: 8. Reactant: [O-][CH2:2][CH3:3].[Na+].[CH2:5]([C:9]([NH2:11])=[O:10])[C:6]([NH2:8])=[NH:7].Cl.BrCC([C:17]1[C:26]2[C:21](=[CH:22][CH:23]=[CH:24][CH:25]=2)[CH:20]=[CH:19][CH:18]=1)=O.